Dataset: Forward reaction prediction with 1.9M reactions from USPTO patents (1976-2016). Task: Predict the product of the given reaction. (1) Given the reactants FC1C=CC=CC=1COC1C2C(=C(O)C=CC=2)N=C(C)C=1.ClC1C(CCl)=C(Cl)C=CC=1N(C)C(=O)CNC(=O)CC[C:39]1[CH:40]=[CH:41][C:42]([C:45]([NH:47][CH3:48])=[O:46])=[N:43][CH:44]=1, predict the reaction product. The product is: [CH3:48][NH:47][C:45](=[O:46])[C:42]1[CH:41]=[CH:40][CH:39]=[CH:44][N:43]=1. (2) Given the reactants [Br:1][C:2]1[CH:3]=[C:4]([CH:8]=[C:9]([C:11]([F:14])([F:13])[F:12])[CH:10]=1)[C:5](O)=[O:6].Cl.[CH3:16][O:17][NH:18][CH3:19].CN(C(ON1N=NC2C=CC=NC1=2)=[N+](C)C)C.F[P-](F)(F)(F)(F)F.CCN(CC)CC, predict the reaction product. The product is: [Br:1][C:2]1[CH:3]=[C:4]([CH:8]=[C:9]([C:11]([F:14])([F:13])[F:12])[CH:10]=1)[C:5]([N:18]([O:17][CH3:16])[CH3:19])=[O:6]. (3) Given the reactants [N+:1]([C:4]1[CH:9]=[CH:8][C:7]([SH:10])=[CH:6][CH:5]=1)([O-:3])=[O:2].C1C(=O)N(Cl)C(=O)C1.[C:19]1([Zn]Br)[CH:24]=[CH:23][CH:22]=[CH:21][CH:20]=1, predict the reaction product. The product is: [N+:1]([C:4]1[CH:9]=[CH:8][C:7]([S:10][C:19]2[CH:24]=[CH:23][CH:22]=[CH:21][CH:20]=2)=[CH:6][CH:5]=1)([O-:3])=[O:2]. (4) Given the reactants [Cl:1][C:2]1[N:7]=[C:6]([C:8]2[CH:13]=[CH:12][CH:11]=[CH:10][CH:9]=2)[N:5]=[C:4]([C:14]([NH:16][C:17]2[CH:22]=[CH:21][CH:20]=[CH:19][C:18]=2[C:23]2[S:24][C:25]3[CH:26]=[N:27][CH:28]=[CH:29][C:30]=3[N:31]=2)=[O:15])[CH:3]=1.[NH2:32][CH2:33][C:34]1[CH:35]=[N:36][CH:37]=[CH:38][CH:39]=1, predict the reaction product. The product is: [ClH:1].[N:36]1[CH:37]=[CH:38][CH:39]=[C:34]([CH2:33][NH:32][C:2]2[N:7]=[C:6]([C:8]3[CH:13]=[CH:12][CH:11]=[CH:10][CH:9]=3)[N:5]=[C:4]([C:14]([NH:16][C:17]3[CH:22]=[CH:21][CH:20]=[CH:19][C:18]=3[C:23]3[S:24][C:25]4[CH:26]=[N:27][CH:28]=[CH:29][C:30]=4[N:31]=3)=[O:15])[CH:3]=2)[CH:35]=1.